Dataset: NCI-60 drug combinations with 297,098 pairs across 59 cell lines. Task: Regression. Given two drug SMILES strings and cell line genomic features, predict the synergy score measuring deviation from expected non-interaction effect. Drug 1: C1=C(C(=O)NC(=O)N1)N(CCCl)CCCl. Drug 2: CC1CCCC2(C(O2)CC(NC(=O)CC(C(C(=O)C(C1O)C)(C)C)O)C(=CC3=CSC(=N3)C)C)C. Cell line: BT-549. Synergy scores: CSS=14.0, Synergy_ZIP=-10.6, Synergy_Bliss=-6.63, Synergy_Loewe=-6.70, Synergy_HSA=-6.50.